This data is from Forward reaction prediction with 1.9M reactions from USPTO patents (1976-2016). The task is: Predict the product of the given reaction. (1) Given the reactants [CH3:1][S:2]([N:5]1[CH2:10][CH2:9][NH:8][CH2:7][CH2:6]1)(=[O:4])=[O:3].[C:11](=O)([O:20]N1C(=O)CCC1=O)[O:12][N:13]1[C:17](=[O:18])[CH2:16][CH2:15][C:14]1=[O:19], predict the reaction product. The product is: [CH3:1][S:2]([N:5]1[CH2:10][CH2:9][N:8]([C:11]([O:12][N:13]2[C:17](=[O:18])[CH2:16][CH2:15][C:14]2=[O:19])=[O:20])[CH2:7][CH2:6]1)(=[O:4])=[O:3]. (2) Given the reactants Br[CH2:2][C:3]([N:5]1[CH2:10][CH2:9][C:8]([O:12][CH3:13])([CH3:11])[CH2:7][CH2:6]1)=[O:4].[CH3:14][NH:15][C:16]([C:18]1[C:35]([F:36])=[CH:34][C:21]2[N:22]([CH:26]3[CH2:32][CH:31]4[NH:33][CH:28]([CH2:29][CH2:30]4)[CH2:27]3)[C:23](=[O:25])[NH:24][C:20]=2[CH:19]=1)=[O:17], predict the reaction product. The product is: [F:36][C:35]1[C:18]([C:16]([NH:15][CH3:14])=[O:17])=[CH:19][C:20]2[NH:24][C:23](=[O:25])[N:22]([CH:26]3[CH2:32][CH:31]4[N:33]([CH2:2][C:3]([N:5]5[CH2:10][CH2:9][C:8]([O:12][CH3:13])([CH3:11])[CH2:7][CH2:6]5)=[O:4])[CH:28]([CH2:29][CH2:30]4)[CH2:27]3)[C:21]=2[CH:34]=1.